From a dataset of Reaction yield outcomes from USPTO patents with 853,638 reactions. Predict the reaction yield, written as a fraction of the theoretical maximum amount of product (1.0 means a 100% yield; for example, 0.34 means a 34% yield). The reactants are [F:1][C:2]1[C:11]([CH2:12][CH2:13][C:14]2[CH:15]=[N:16][C:17]([NH:20][C:21]3[CH:26]=[CH:25][N:24]=[C:23]([CH3:27])[CH:22]=3)=[N:18][CH:19]=2)=[CH:10][C:5]([C:6]([NH:8][CH3:9])=[O:7])=[CH:4][C:3]=1[O:28][CH3:29].ClC1C=C(C=CC=1)C(OO)=[O:35]. The catalyst is C(Cl)Cl. The product is [F:1][C:2]1[C:3]([O:28][CH3:29])=[CH:4][C:5]([C:6](=[O:7])[NH:8][CH3:9])=[CH:10][C:11]=1[CH2:12][CH2:13][C:14]1[CH:19]=[N:18][C:17]([NH:20][C:21]2[CH:26]=[CH:25][N+:24]([O-:35])=[C:23]([CH3:27])[CH:22]=2)=[N:16][CH:15]=1. The yield is 0.358.